Task: Predict the reactants needed to synthesize the given product.. Dataset: Full USPTO retrosynthesis dataset with 1.9M reactions from patents (1976-2016) (1) Given the product [CH2:7]([O:14][C:15]1[CH:20]=[C:19]([CH2:21][CH:22]([NH2:25])[CH2:23][CH3:24])[CH:18]=[CH:17][C:16]=1[CH3:28])[C:8]1[CH:13]=[CH:12][CH:11]=[CH:10][CH:9]=1, predict the reactants needed to synthesize it. The reactants are: [H-].[H-].[H-].[H-].[Li+].[Al+3].[CH2:7]([O:14][C:15]1[CH:20]=[C:19]([CH:21]=[C:22]([N+:25]([O-])=O)[CH2:23][CH3:24])[CH:18]=[CH:17][C:16]=1[CH3:28])[C:8]1[CH:13]=[CH:12][CH:11]=[CH:10][CH:9]=1.O.[OH-].[Na+]. (2) Given the product [CH2:1]([N:8]1[CH2:15][C:16]2[N:17]=[CH:18][C:19]([N:23]([CH3:27])[CH:24]([CH3:26])[CH3:25])=[N:20][C:21]=2[O:14][C@@H:10]([CH2:11][O:12][CH3:13])[CH2:9]1)[C:2]1[CH:7]=[CH:6][CH:5]=[CH:4][CH:3]=1, predict the reactants needed to synthesize it. The reactants are: [CH2:1]([N:8]([CH2:15][C:16]1[C:21](Cl)=[N:20][C:19]([N:23]([CH3:27])[CH:24]([CH3:26])[CH3:25])=[CH:18][N:17]=1)[CH2:9][C@@H:10]([OH:14])[CH2:11][O:12][CH3:13])[C:2]1[CH:7]=[CH:6][CH:5]=[CH:4][CH:3]=1.CC(C)([O-])C.[K+].O.